Dataset: Catalyst prediction with 721,799 reactions and 888 catalyst types from USPTO. Task: Predict which catalyst facilitates the given reaction. Reactant: [Si]([O:18][CH2:19][C:20]1[O:24][N:23]=[C:22]([C@@H:25]2[CH2:29][CH2:28][CH2:27][N:26]2[C:30](=[O:45])[C:31]([F:44])([F:43])[C:32]2([OH:42])[CH2:37][C:36]([CH3:39])([CH3:38])[CH2:35][C:34]([CH3:41])([CH3:40])[CH2:33]2)[CH:21]=1)(C(C)(C)C)(C1C=CC=CC=1)C1C=CC=CC=1.[N+](CCCC)(CCCC)(CCCC)CCCC.[F-].[NH4+].[Cl-]. Product: [F:44][C:31]([F:43])([C:32]1([OH:42])[CH2:33][C:34]([CH3:41])([CH3:40])[CH2:35][C:36]([CH3:39])([CH3:38])[CH2:37]1)[C:30]([N:26]1[CH2:27][CH2:28][CH2:29][C@H:25]1[C:22]1[CH:21]=[C:20]([CH2:19][OH:18])[O:24][N:23]=1)=[O:45]. The catalyst class is: 1.